From a dataset of hERG potassium channel inhibition data for cardiac toxicity prediction from Karim et al.. Regression/Classification. Given a drug SMILES string, predict its toxicity properties. Task type varies by dataset: regression for continuous values (e.g., LD50, hERG inhibition percentage) or binary classification for toxic/non-toxic outcomes (e.g., AMES mutagenicity, cardiotoxicity, hepatotoxicity). Dataset: herg_karim. (1) The result is 1 (blocker). The molecule is CCCCOc1ccc(C(=O)N[C@@H]2COc3cccc(N4CCN(C)CC4)c3C2)cc1. (2) The molecule is O=C1O[C@@H](CO)CN1c1ccc(-c2ccc3c(c2)OC[C@@H]2[C@H](CO)OC(=O)N32)cn1. The result is 0 (non-blocker). (3) The molecule is CC(C)S(=O)(=O)N[C@@H]1COC[C@@H]1c1ccc(-c2ccsc2)cc1. The result is 0 (non-blocker). (4) The result is 0 (non-blocker). The compound is N#Cc1ccc(NC(=O)[C@H](COCCO)Oc2ncnc3c2cnn3-c2ncccc2Cl)nc1. (5) The compound is C[NH+]1CC[C@]23c4c5ccc(O)c4O[C@@H]2[C@@H](O)C=C[C@H]3[C@H]1C5. The result is 0 (non-blocker). (6) The molecule is Cc1ncoc1-c1nnc(SCCCN2CC3CC3(c3ccc(Br)cc3)C2)n1C. The result is 1 (blocker). (7) The drug is COc1ccc2c(c1)[C@@H]1C[C@]1(C(=O)N1C3CCC1CN(C)C3)Cn1c-2c(C2CCCCC2)c2ccc(C(=O)NS(=O)(=O)C(C)C)cc21. The result is 0 (non-blocker). (8) The molecule is N#Cc1ccc(CCN2CCN(CCc3ccc4c(c3)COC4=O)CC2)cc1OC1CC1. The result is 1 (blocker).